From a dataset of Full USPTO retrosynthesis dataset with 1.9M reactions from patents (1976-2016). Predict the reactants needed to synthesize the given product. (1) The reactants are: C([O:3][C:4]([C:6]1[CH:11]=[C:10]([O:12][CH2:13][C:14]2[CH:19]=[CH:18][CH:17]=[CH:16][CH:15]=2)[CH:9]=[C:8]([CH2:20][O:21][CH:22]2[CH2:27][CH2:26][CH2:25][CH2:24][O:23]2)[N:7]=1)=[O:5])C.[OH-].[Na+]. Given the product [CH2:13]([O:12][C:10]1[CH:9]=[C:8]([CH2:20][O:21][CH:22]2[CH2:27][CH2:26][CH2:25][CH2:24][O:23]2)[N:7]=[C:6]([C:4]([OH:5])=[O:3])[CH:11]=1)[C:14]1[CH:19]=[CH:18][CH:17]=[CH:16][CH:15]=1, predict the reactants needed to synthesize it. (2) Given the product [NH2:1][C@H:2]([C:15]([NH:17][C@H:18]([C:26]([NH2:28])=[O:27])[CH2:19][CH2:20][CH2:21][NH:22][C:23](=[NH:24])[NH2:25])=[O:16])[CH2:3][C:4]1[CH:5]=[CH:6][C:7]([O:10][C:11]([CH3:12])([CH3:13])[CH3:14])=[CH:8][CH:9]=1, predict the reactants needed to synthesize it. The reactants are: [NH:1](C(OC(C)(C)C)=O)[C@H:2]([C:15]([NH:17][C@H:18]([C:26]([NH2:28])=[O:27])[CH2:19][CH2:20][CH2:21][NH:22][C:23](=[NH:25])[NH2:24])=[O:16])[CH2:3][C:4]1[CH:9]=[CH:8][C:7]([O:10][C:11]([CH3:14])([CH3:13])[CH3:12])=[CH:6][CH:5]=1.C(O)(C(F)(F)F)=O. (3) The reactants are: [CH2:1]([C:3]1[CH:12]=[CH:11][C:6]2[N:7]=[C:8]([NH2:10])[S:9][C:5]=2[CH:4]=1)[CH3:2].[F:13][C:14]([F:25])([F:24])[C:15]1[CH:16]=[C:17]([CH:21]=[CH:22][CH:23]=1)[C:18](Cl)=[O:19].Br[CH:27]([CH3:33])[C:28]([O:30]CC)=[O:29].COC1C=CC2N=C(N)SC=2C=1.ClC1C=C(C=CC=1)C(Cl)=O.BrCC(OCC)=O. Given the product [CH2:1]([C:3]1[CH:12]=[CH:11][C:6]2[N:7]([CH:27]([CH3:33])[C:28]([OH:30])=[O:29])[C:8](=[N:10][C:18](=[O:19])[C:17]3[CH:21]=[CH:22][CH:23]=[C:15]([C:14]([F:25])([F:24])[F:13])[CH:16]=3)[S:9][C:5]=2[CH:4]=1)[CH3:2], predict the reactants needed to synthesize it. (4) Given the product [NH2:16][CH2:4][C:5]1[C:14]2[C:9](=[CH:10][CH:11]=[CH:12][CH:13]=2)[C:8](=[O:15])[NH:7][N:6]=1, predict the reactants needed to synthesize it. The reactants are: N(C(=O)[CH:4]([NH:16]C(=O)C1C=CC=CC=1)[C:5]1[C:14]2[C:9](=[CH:10][CH:11]=[CH:12][CH:13]=2)[C:8](=[O:15])[NH:7][N:6]=1)N.Cl.[OH-].[Na+].